This data is from Reaction yield outcomes from USPTO patents with 853,638 reactions. The task is: Predict the reaction yield, written as a fraction of the theoretical maximum amount of product (1.0 means a 100% yield; for example, 0.34 means a 34% yield). (1) The product is [C:29]([O:28][C:26]([CH2:2][C:3]1[C:4]([CH3:24])=[N:5][C:6]2[N:7]([N:17]=[C:18]([C:20]([O:22][CH3:23])=[O:21])[N:19]=2)[C:8]=1[C:9]1[CH:14]=[CH:13][C:12]([Cl:15])=[CH:11][C:10]=1[Cl:16])=[O:25])([CH3:32])([CH3:31])[CH3:30]. The reactants are N[CH2:2][C:3]1[C:4]([CH3:24])=[N:5][C:6]2[N:7]([N:17]=[C:18]([C:20]([O:22][CH3:23])=[O:21])[N:19]=2)[C:8]=1[C:9]1[CH:14]=[CH:13][C:12]([Cl:15])=[CH:11][C:10]=1[Cl:16].[O:25](C(OC(C)(C)C)=O)[C:26]([O:28][C:29]([CH3:32])([CH3:31])[CH3:30])=O.CCN(CC)CC. The yield is 0.200. The catalyst is C1COCC1. (2) The reactants are [CH3:1][C:2]1[N:7]=[C:6]([CH2:8][CH2:9][CH3:10])[NH:5][C:4](=[O:11])[CH:3]=1.Br[CH2:13][C:14]1[CH:19]=[CH:18][C:17]([C:20]2[C:21]([C:26]#[N:27])=[CH:22][CH:23]=[CH:24][CH:25]=2)=[CH:16][C:15]=1[F:28].C(=O)([O-])[O-].[K+].[K+]. The catalyst is C(#N)C. The product is [F:28][C:15]1[CH:16]=[C:17]([C:20]2[C:21]([C:26]#[N:27])=[CH:22][CH:23]=[CH:24][CH:25]=2)[CH:18]=[CH:19][C:14]=1[CH2:13][N:5]1[C:4](=[O:11])[CH:3]=[C:2]([CH3:1])[N:7]=[C:6]1[CH2:8][CH2:9][CH3:10]. The yield is 0.290.